Task: Binary Classification. Given a miRNA mature sequence and a target amino acid sequence, predict their likelihood of interaction.. Dataset: Experimentally validated miRNA-target interactions with 360,000+ pairs, plus equal number of negative samples (1) The miRNA is hsa-miR-4667-5p with sequence ACUGGGGAGCAGAAGGAGAACC. The protein sequence of the target gene is MPLIYMNIMLAFTISLLGMLVYRSHLMSSLLCLEGMMLSLFIMATLMTLNTHSLLANIVPIAMLVFAACEAAVGLALLVSISNTYGLDYVHNLNLLQC. Result: 0 (no interaction). (2) The miRNA is hsa-miR-223-3p with sequence UGUCAGUUUGUCAAAUACCCCA. The protein sequence of the target gene is MTETTKTHVILLACGSFNPITKGHIQMFERARDYLHKTGRFIVIGGIVSPVHDSYGKQGLVSSRHRLIMCQLAVQNSDWIRVDPWECYQDTWQTTCSVLEHHRDLMKRVTGCILSNVNTPSMTPVIGQPQNETPQPIYQNSNVATKPTAAKILGKVGESLSRICCVRPPVERFTFVDENANLGTVMRYEEIELRILLLCGSDLLESFCIPGLWNEADMEVIVGDFGIVVVPRDAADTDRIMNHSSILRKYKNNIMVVKDDINHPMSVVSSTKSRLALQHGDGHVVDYLSQPVIDYILKSQ.... Result: 1 (interaction).